From a dataset of Reaction yield outcomes from USPTO patents with 853,638 reactions. Predict the reaction yield, written as a fraction of the theoretical maximum amount of product (1.0 means a 100% yield; for example, 0.34 means a 34% yield). (1) The reactants are [O:1]([CH2:8][C:9]([N:11]1[CH2:16][CH2:15][C:14]2[NH:17][N:18]=[C:19]([C:20]3[CH:25]=[CH:24][CH:23]=[CH:22][CH:21]=3)[C:13]=2[CH2:12]1)=[O:10])[C:2]1[CH:7]=[CH:6][CH:5]=[CH:4][CH:3]=1.[H-].[Na+].Br[CH2:29][CH:30]=[CH2:31]. The yield is 0.736. The catalyst is CN(C=O)C. The product is [CH2:31]([N:17]1[C:14]2[CH2:15][CH2:16][N:11]([C:9](=[O:10])[CH2:8][O:1][C:2]3[CH:7]=[CH:6][CH:5]=[CH:4][CH:3]=3)[CH2:12][C:13]=2[C:19]([C:20]2[CH:25]=[CH:24][CH:23]=[CH:22][CH:21]=2)=[N:18]1)[CH:30]=[CH2:29].[CH2:31]([N:18]1[C:19]([C:20]2[CH:25]=[CH:24][CH:23]=[CH:22][CH:21]=2)=[C:13]2[CH2:12][N:11]([C:9](=[O:10])[CH2:8][O:1][C:2]3[CH:7]=[CH:6][CH:5]=[CH:4][CH:3]=3)[CH2:16][CH2:15][C:14]2=[N:17]1)[CH:30]=[CH2:29]. (2) The product is [ClH:1].[CH:13]1([N:16]2[CH2:21][CH2:20][N:19]([C:2]3[S:3][C:4]4[CH:10]=[C:9]([O:11][CH3:12])[CH:8]=[CH:7][C:5]=4[N:6]=3)[CH2:18][CH2:17]2)[CH2:15][CH2:14]1. The reactants are [Cl:1][C:2]1[S:3][C:4]2[CH:10]=[C:9]([O:11][CH3:12])[CH:8]=[CH:7][C:5]=2[N:6]=1.[CH:13]1([N:16]2[CH2:21][CH2:20][NH:19][CH2:18][CH2:17]2)[CH2:15][CH2:14]1. The catalyst is C(OCC)(=O)C.C([O-])(O)=O.[Na+]. The yield is 0.180. (3) The yield is 0.680. The reactants are Cl[CH2:2][C:3]([O:5][C:6]([CH3:9])([CH3:8])[CH3:7])=[O:4].[I-].[K+].C(=O)([O-])[O-].[K+].[K+].[C:18](=[NH:31])([C:25]1[CH:30]=[CH:29][CH:28]=[CH:27][CH:26]=1)[C:19]1[CH:24]=[CH:23][CH:22]=[CH:21][CH:20]=1. The product is [C:25]1([C:18]([C:19]2[CH:20]=[CH:21][CH:22]=[CH:23][CH:24]=2)=[N:31][CH2:2][C:3]([O:5][C:6]([CH3:9])([CH3:8])[CH3:7])=[O:4])[CH:26]=[CH:27][CH:28]=[CH:29][CH:30]=1. The catalyst is CN1CCCC1=O.O.C(O)C.C(O)(=O)C.